Dataset: Forward reaction prediction with 1.9M reactions from USPTO patents (1976-2016). Task: Predict the product of the given reaction. (1) Given the reactants [C:1]([C:5]1[CH:10]=[CH:9][C:8](/[CH:11]=[C:12](/[C:14]2[CH:18]=[C:17]([CH3:19])[N:16]([CH2:20][C:21]3[CH:22]=[CH:23][C:24](Cl)=[N:25][CH:26]=3)[N:15]=2)\[F:13])=[CH:7][CH:6]=1)([CH3:4])([CH3:3])[CH3:2].[CH3:28][NH2:29], predict the reaction product. The product is: [C:1]([C:5]1[CH:10]=[CH:9][C:8](/[CH:11]=[C:12](/[C:14]2[CH:18]=[C:17]([CH3:19])[N:16]([CH2:20][C:21]3[CH:22]=[CH:23][C:24]([NH:29][CH3:28])=[N:25][CH:26]=3)[N:15]=2)\[F:13])=[CH:7][CH:6]=1)([CH3:4])([CH3:3])[CH3:2]. (2) Given the reactants [O:1]1[CH2:6][CH2:5][CH2:4][CH2:3][CH:2]1[O:7][CH2:8][CH2:9][OH:10].[H-].[Na+].[Br:13][C:14]1[CH:15]=[C:16]([N:21]2[CH2:26][CH2:25][O:24][CH2:23][CH2:22]2)[C:17](F)=[N:18][CH:19]=1, predict the reaction product. The product is: [Br:13][C:14]1[CH:15]=[C:16]([N:21]2[CH2:26][CH2:25][O:24][CH2:23][CH2:22]2)[C:17]([O:10][CH2:9][CH2:8][O:7][CH:2]2[CH2:3][CH2:4][CH2:5][CH2:6][O:1]2)=[N:18][CH:19]=1. (3) Given the reactants [CH3:1][N:2]1[CH2:24][CH2:23][C:5]2[N:6]([CH2:14][CH:15]([C:17]3[CH:22]=[CH:21][N:20]=[CH:19][CH:18]=3)[OH:16])[C:7]3[CH:8]=[CH:9][C:10]([CH3:13])=[CH:11][C:12]=3[C:4]=2[CH2:3]1.[H-].[Na+].[C:27](Cl)(=[O:34])[CH2:28][CH2:29][CH2:30][CH2:31][CH2:32][CH3:33], predict the reaction product. The product is: [CH3:1][N:2]1[CH2:24][CH2:23][C:5]2[N:6]([CH2:14][CH:15]([O:16][C:27](=[O:34])[CH2:28][CH2:29][CH2:30][CH2:31][CH2:32][CH3:33])[C:17]3[CH:18]=[CH:19][N:20]=[CH:21][CH:22]=3)[C:7]3[CH:8]=[CH:9][C:10]([CH3:13])=[CH:11][C:12]=3[C:4]=2[CH2:3]1.